Dataset: Full USPTO retrosynthesis dataset with 1.9M reactions from patents (1976-2016). Task: Predict the reactants needed to synthesize the given product. (1) The reactants are: C(OC([N:8]1[CH2:13][CH2:12][CH:11]([O:14][C:15]2[CH:20]=[CH:19][CH:18]=[C:17]([Cl:21])[C:16]=2[Cl:22])[CH2:10][CH2:9]1)=O)(C)(C)C.Cl. Given the product [ClH:21].[Cl:22][C:16]1[C:17]([Cl:21])=[CH:18][CH:19]=[CH:20][C:15]=1[O:14][CH:11]1[CH2:10][CH2:9][NH:8][CH2:13][CH2:12]1, predict the reactants needed to synthesize it. (2) Given the product [C:15]([NH:14][C:10]1[CH:9]=[C:8]([C:5]2[CH2:6][CH2:7][N:2]([CH2:19][CH2:20][CH2:21][NH:22][C:23](=[O:29])[O:24][C:25]([CH3:28])([CH3:27])[CH3:26])[CH2:3][CH:4]=2)[CH:13]=[CH:12][CH:11]=1)(=[O:17])[CH3:16], predict the reactants needed to synthesize it. The reactants are: Cl.[NH:2]1[CH2:7][CH:6]=[C:5]([C:8]2[CH:9]=[C:10]([NH:14][C:15](=[O:17])[CH3:16])[CH:11]=[CH:12][CH:13]=2)[CH2:4][CH2:3]1.Br[CH2:19][CH2:20][CH2:21][NH:22][C:23](=[O:29])[O:24][C:25]([CH3:28])([CH3:27])[CH3:26].C(=O)([O-])[O-].[K+].[K+].